This data is from Catalyst prediction with 721,799 reactions and 888 catalyst types from USPTO. The task is: Predict which catalyst facilitates the given reaction. (1) Reactant: [CH:1]1([CH2:4][O:5][C:6]2[CH:16]=[CH:15][C:9]([O:10][CH:11]3[CH2:14][NH:13][CH2:12]3)=[CH:8][CH:7]=2)[CH2:3][CH2:2]1.Br[C:18]1[CH:23]=[CH:22][C:21]([C:24]([NH:27][C:28](=[O:30])[CH3:29])([CH3:26])[CH3:25])=[CH:20][CH:19]=1.CC([O-])(C)C.[Na+].C(P(C(C)(C)C)C1C=CC=CC=1C1C=CC=CC=1)(C)(C)C. Product: [CH:1]1([CH2:4][O:5][C:6]2[CH:16]=[CH:15][C:9]([O:10][CH:11]3[CH2:12][N:13]([C:18]4[CH:23]=[CH:22][C:21]([C:24]([NH:27][C:28](=[O:30])[CH3:29])([CH3:26])[CH3:25])=[CH:20][CH:19]=4)[CH2:14]3)=[CH:8][CH:7]=2)[CH2:2][CH2:3]1. The catalyst class is: 1. (2) Reactant: CS([O:5][CH2:6][CH:7]([NH:15][C:16]([O:18][C:19]([CH3:22])([CH3:21])[CH3:20])=[O:17])[C:8]1[CH:13]=[CH:12][C:11]([Cl:14])=[CH:10][CH:9]=1)(=O)=O.[C:23]([O-])(=[S:25])[CH3:24].[K+]. Product: [C:23](=[S:25])([O:5][CH2:6][CH:7]([NH:15][C:16]([O:18][C:19]([CH3:20])([CH3:21])[CH3:22])=[O:17])[C:8]1[CH:9]=[CH:10][C:11]([Cl:14])=[CH:12][CH:13]=1)[CH3:24]. The catalyst class is: 3. (3) Reactant: [Br:1][C:2]1[C:7]([OH:8])=[CH:6][CH:5]=[CH:4][N:3]=1.C(=O)([O-])[O-].[K+].[K+].Br[CH2:16][C@H:17]([CH3:20])[CH2:18][OH:19]. Product: [Br:1][C:2]1[C:7]([O:8][CH2:16][C@H:17]([CH3:20])[CH2:18][OH:19])=[CH:6][CH:5]=[CH:4][N:3]=1. The catalyst class is: 573. (4) Reactant: Br[CH2:2][C:3]1[CH:11]=[CH:10][C:6]([C:7]([OH:9])=[O:8])=[CH:5][C:4]=1[N+:12]([O-:14])=[O:13].[C:15]([SH:34])([C:28]1[CH:33]=[CH:32][CH:31]=[CH:30][CH:29]=1)([C:22]1[CH:27]=[CH:26][CH:25]=[CH:24][CH:23]=1)[C:16]1[CH:21]=[CH:20][CH:19]=[CH:18][CH:17]=1.C(N(C(C)C)CC)(C)C. Product: [N+:12]([C:4]1[CH:5]=[C:6]([CH:10]=[CH:11][C:3]=1[CH2:2][S:34][C:15]([C:16]1[CH:21]=[CH:20][CH:19]=[CH:18][CH:17]=1)([C:28]1[CH:29]=[CH:30][CH:31]=[CH:32][CH:33]=1)[C:22]1[CH:23]=[CH:24][CH:25]=[CH:26][CH:27]=1)[C:7]([OH:9])=[O:8])([O-:14])=[O:13]. The catalyst class is: 7. (5) Reactant: [C:1](=[S:3])=S.C(Cl)CCl.[CH:8]1[C:18]2[CH2:17][CH2:16][C:15]3[CH:19]=[CH:20][CH:21]=[CH:22][C:14]=3[CH:13]([NH2:23])[C:12]=2[CH:11]=[CH:10][CH:9]=1.CCN(CC)CC. Product: [N:23]([CH:13]1[C:12]2[CH:11]=[CH:10][CH:9]=[CH:8][C:18]=2[CH2:17][CH2:16][C:15]2[CH:19]=[CH:20][CH:21]=[CH:22][C:14]1=2)=[C:1]=[S:3]. The catalyst class is: 28. (6) Reactant: Br[C:2]1[C:3]([C:16]2[CH:21]=[CH:20][C:19]([F:22])=[CH:18][CH:17]=2)=[N:4][C:5]([O:12][CH:13]([CH3:15])[CH3:14])=[C:6]([CH:11]=1)[C:7]([O:9][CH3:10])=[O:8].[CH:23]1(B(O)O)[CH2:25][CH2:24]1.C1(P(C2CCCCC2)C2C=CC=CC=2C2C(OC)=CC=CC=2OC)CCCCC1.C(=O)([O-])[O-].[Na+].[Na+]. Product: [CH:23]1([C:2]2[C:3]([C:16]3[CH:21]=[CH:20][C:19]([F:22])=[CH:18][CH:17]=3)=[N:4][C:5]([O:12][CH:13]([CH3:15])[CH3:14])=[C:6]([CH:11]=2)[C:7]([O:9][CH3:10])=[O:8])[CH2:25][CH2:24]1. The catalyst class is: 720. (7) Reactant: [C:1]([O:5][C:6]([N:8]1[C:16]2[C:11](=[CH:12][C:13]([SH:17])=[CH:14][CH:15]=2)[CH:10]=[CH:9]1)=[O:7])([CH3:4])([CH3:3])[CH3:2].[Br:18][C:19]1[CH:24]=[CH:23][C:22]([NH:25][C:26](=[O:37])[C:27]2[CH:32]=[CH:31][C:30](Cl)=[C:29]([N+:34]([O-:36])=[O:35])[CH:28]=2)=[CH:21][CH:20]=1.C([O-])(=O)C.[Na+]. Product: [C:1]([O:5][C:6]([N:8]1[C:16]2[C:11](=[CH:12][C:13]([S:17][C:30]3[CH:31]=[CH:32][C:27]([C:26](=[O:37])[NH:25][C:22]4[CH:23]=[CH:24][C:19]([Br:18])=[CH:20][CH:21]=4)=[CH:28][C:29]=3[N+:34]([O-:36])=[O:35])=[CH:14][CH:15]=2)[CH:10]=[CH:9]1)=[O:7])([CH3:4])([CH3:2])[CH3:3]. The catalyst class is: 8. (8) Reactant: [NH:1]1[CH2:6][CH2:5][CH:4]([CH2:7][CH2:8][C:9]#[N:10])[CH2:3][CH2:2]1.[C:11]1([CH3:29])[CH:16]=[C:15]([CH3:17])[CH:14]=[C:13]([CH3:18])[C:12]=1[S:19]([N:22]1[CH2:27][CH2:26][C:25](=O)[CH2:24][CH2:23]1)(=[O:21])=[O:20].CC(O)=O.[BH-](OC(C)=O)(OC(C)=O)OC(C)=O.[Na+]. Product: [C:11]1([CH3:29])[CH:16]=[C:15]([CH3:17])[CH:14]=[C:13]([CH3:18])[C:12]=1[S:19]([N:22]1[CH2:27][CH2:26][CH:25]([N:1]2[CH2:6][CH2:5][CH:4]([CH2:7][CH2:8][C:9]#[N:10])[CH2:3][CH2:2]2)[CH2:24][CH2:23]1)(=[O:21])=[O:20]. The catalyst class is: 2. (9) Reactant: [NH4+].[N:2]#[C:3][S-:4].[CH3:5][O:6][C:7]1[C:8]([NH2:13])=[CH:9][CH:10]=[CH:11][CH:12]=1.N. Product: [CH3:5][O:6][C:7]1[CH:12]=[CH:11][CH:10]=[CH:9][C:8]=1[NH:13][C:3]([NH2:2])=[S:4]. The catalyst class is: 126. (10) Reactant: [OH-].[Na+].[Cl:3][C:4]1[CH:5]=[C:6]([C:14]2[O:18][N:17]=[C:16]([C:19]3[CH:24]=[N:23][CH:22]=[C:21]4[N:25]([CH2:28][CH2:29][CH2:30][C:31]([O:33]CC)=[O:32])[CH:26]=[CH:27][C:20]=34)[N:15]=2)[CH:7]=[N:8][C:9]=1[O:10][CH:11]([CH3:13])[CH3:12]. Product: [Cl:3][C:4]1[CH:5]=[C:6]([C:14]2[O:18][N:17]=[C:16]([C:19]3[CH:24]=[N:23][CH:22]=[C:21]4[N:25]([CH2:28][CH2:29][CH2:30][C:31]([OH:33])=[O:32])[CH:26]=[CH:27][C:20]=34)[N:15]=2)[CH:7]=[N:8][C:9]=1[O:10][CH:11]([CH3:13])[CH3:12]. The catalyst class is: 252.